Dataset: Forward reaction prediction with 1.9M reactions from USPTO patents (1976-2016). Task: Predict the product of the given reaction. (1) Given the reactants [CH3:1][O:2][C:3]1[CH:8]=[CH:7][N:6]=[C:5]([C:9]2[CH:16]=[CH:15][C:12]([CH:13]=O)=[CH:11][CH:10]=2)[N:4]=1.N1(C2C=C[C:25]([CH:26]=[O:27])=CC=2)C=CC=N1, predict the reaction product. The product is: [CH3:1][O:2][C:3]1[CH:8]=[CH:7][N:6]=[C:5]([C:9]2[CH:16]=[CH:15][C:12](/[CH:13]=[CH:25]/[CH:26]=[O:27])=[CH:11][CH:10]=2)[N:4]=1. (2) Given the reactants CS(O[CH2:6][CH2:7][C:8]1[CH:9]=[C:10]([CH:16]=[CH:17][CH:18]=1)[C:11]([O:13][CH2:14][CH3:15])=[O:12])(=O)=O.[NH:19]1[CH2:24][CH2:23][CH:22]([C:25]2[CH:30]=[CH:29][N:28]=[CH:27][CH:26]=2)[CH2:21][CH2:20]1.C(=O)([O-])[O-].[K+].[K+], predict the reaction product. The product is: [N:19]1[CH:20]=[CH:21][C:22]([CH:25]2[CH2:30][CH2:29][N:28]([CH2:6][CH2:7][C:8]3[CH:9]=[C:10]([CH:16]=[CH:17][CH:18]=3)[C:11]([O:13][CH2:14][CH3:15])=[O:12])[CH2:27][CH2:26]2)=[CH:23][CH:24]=1. (3) Given the reactants [NH2:1][C:2]1[CH:3]=[CH:4][C:5]([F:19])=[C:6]([C@:8]2([CH3:18])[C:14]([F:16])([F:15])[CH2:13][O:12][CH2:11][C:10]([NH2:17])=[N:9]2)[CH:7]=1.[F:20][CH:21]([F:31])[C:22]1[N:23]=[CH:24][C:25]([C:28]([OH:30])=[O:29])=[N:26][CH:27]=1, predict the reaction product. The product is: [CH:28]([OH:30])=[O:29].[NH2:17][C:10]1[CH2:11][O:12][CH2:13][C:14]([F:15])([F:16])[C@:8]([C:6]2[CH:7]=[C:2]([NH:1][C:28]([C:25]3[CH:24]=[N:23][C:22]([CH:21]([F:31])[F:20])=[CH:27][N:26]=3)=[O:29])[CH:3]=[CH:4][C:5]=2[F:19])([CH3:18])[N:9]=1. (4) Given the reactants [CH3:1][C:2]([CH3:31])([CH3:30])[C@H:3]([NH:8][C:9](N1C2CCN(C)CC=2C(C2C=C(F)C(F)=CC=2F)=N1)=[O:10])[C:4]([NH:6][CH3:7])=[O:5].[Cl:32][C:33]1[CH:34]=[CH:35][C:36]([F:55])=[C:37]([C:39]2[C:43]3[N:44]([C:48](OC(C)(C)C)=O)[CH2:45][CH2:46][CH2:47][C:42]=3[NH:41][N:40]=2)[CH:38]=1.N[C@@H](C(C)(C)C)[C:58](NCCO)=[O:59], predict the reaction product. The product is: [Cl:32][C:33]1[CH:34]=[CH:35][C:36]([F:55])=[C:37]([C:39]2[C:43]3[N:44]([CH3:48])[CH2:45][CH2:46][CH2:47][C:42]=3[N:41]([C:9]([NH:8][C@@H:3]([C:2]([CH3:1])([CH3:30])[CH3:31])[C:4]([NH:6][CH2:7][CH2:58][OH:59])=[O:5])=[O:10])[N:40]=2)[CH:38]=1. (5) Given the reactants [H-].[Na+].[Br:3][C:4]1[CH:5]=[C:6]([OH:10])[CH:7]=[CH:8][CH:9]=1.[CH2:11]([N:13]([CH2:17][CH3:18])[C:14](Cl)=[O:15])[CH3:12], predict the reaction product. The product is: [CH2:11]([N:13]([CH2:17][CH3:18])[C:14](=[O:15])[O:10][C:6]1[CH:7]=[CH:8][CH:9]=[C:4]([Br:3])[CH:5]=1)[CH3:12]. (6) Given the reactants [O:1]1[CH:5]=[N:4][N:3]=[C:2]1[C:6]1[CH:11]=[CH:10][C:9](B(O)O)=[CH:8][CH:7]=1.[C:15]([C:19]1[CH:23]=[C:22]([C:24]([O:26][CH2:27][CH3:28])=[O:25])[NH:21][N:20]=1)([CH3:18])([CH3:17])[CH3:16].N1C=CC=CC=1, predict the reaction product. The product is: [O:1]1[CH:5]=[N:4][N:3]=[C:2]1[C:6]1[CH:11]=[CH:10][C:9]([N:21]2[C:22]([C:24]([O:26][CH2:27][CH3:28])=[O:25])=[CH:23][C:19]([C:15]([CH3:16])([CH3:18])[CH3:17])=[N:20]2)=[CH:8][CH:7]=1.